Dataset: CYP2D6 inhibition data for predicting drug metabolism from PubChem BioAssay. Task: Regression/Classification. Given a drug SMILES string, predict its absorption, distribution, metabolism, or excretion properties. Task type varies by dataset: regression for continuous measurements (e.g., permeability, clearance, half-life) or binary classification for categorical outcomes (e.g., BBB penetration, CYP inhibition). Dataset: cyp2d6_veith. (1) The drug is N#Cc1cccc(NC(=O)N2CC[C@@]3(CCCN(C(=O)c4csnn4)C3)C2)c1. The result is 0 (non-inhibitor). (2) The molecule is COCCn1c(=O)c(C)nc2cnc(N3CCOCC3)nc21. The result is 0 (non-inhibitor). (3) The molecule is ClCC[N+]12CC[N+](CCCl)(CC1)C2.O=C1NS(=O)(=O)c2ccccc21. The result is 0 (non-inhibitor).